Predict the reaction yield, written as a fraction of the theoretical maximum amount of product (1.0 means a 100% yield; for example, 0.34 means a 34% yield). From a dataset of Reaction yield outcomes from USPTO patents with 853,638 reactions. (1) The reactants are [N+]([C:4]1[CH:9]=[CH:8][C:7]([N:10]=[C:11]=[S:12])=[CH:6][CH:5]=1)([O-])=O.[NH:13]1[C:21]2C(=CC=CC=2)C(CN[C@@H](CCC2NC=C(C3C=CC=CC=3)N=2)C(OCC2C=CC=CC=2)=O)=[CH:14]1.C(N(CC)CC)C. The catalyst is C1COCC1. The product is [N:10]([CH2:7][CH2:8][CH2:9][CH2:4][CH2:5][CH2:6][N:13]([CH3:21])[CH3:14])=[C:11]=[S:12]. The yield is 0.840. (2) The reactants are Br[CH2:2][C:3]([C:5]1[CH:10]=[CH:9][C:8]([I:11])=[CH:7][CH:6]=1)=O.[NH2:12][C:13]1[C:18]([CH3:19])=[CH:17][CH:16]=[CH:15][N:14]=1.C(=O)(O)[O-].[Na+]. The catalyst is C(O)(C)C. The product is [I:11][C:8]1[CH:9]=[CH:10][C:5]([C:3]2[N:12]=[C:13]3[C:18]([CH3:19])=[CH:17][CH:16]=[CH:15][N:14]3[CH:2]=2)=[CH:6][CH:7]=1. The yield is 0.710. (3) The reactants are [CH2:1]([O:3][C:4]1[CH:5]=[C:6]2[C:11](=[CH:12][C:13]=1[O:14][CH3:15])[N:10]=[CH:9][N:8]=[C:7]2[O:16][C:17]1[CH:18]=[C:19]([CH:21]=[CH:22][CH:23]=1)[NH2:20])[CH3:2].[F:24][C:25]([F:45])([F:44])[C:26]([C:29]1[O:33][N:32]=[C:31]([NH:34][C:35](=O)[O:36]C2C=CC=CC=2)[CH:30]=1)([CH3:28])[CH3:27]. The catalyst is C1COCC1.CN(C)C1C=CN=CC=1. The product is [CH2:1]([O:3][C:4]1[CH:5]=[C:6]2[C:11](=[CH:12][C:13]=1[O:14][CH3:15])[N:10]=[CH:9][N:8]=[C:7]2[O:16][C:17]1[CH:18]=[C:19]([NH:20][C:35]([NH:34][C:31]2[CH:30]=[C:29]([C:26]([CH3:28])([CH3:27])[C:25]([F:45])([F:44])[F:24])[O:33][N:32]=2)=[O:36])[CH:21]=[CH:22][CH:23]=1)[CH3:2]. The yield is 0.280. (4) The reactants are Cl[C:2]1[C:7]2[C:8]([CH3:12])=[C:9]([CH3:11])[NH:10][C:6]=2[CH:5]=[CH:4][N:3]=1.[F:13][C:14]1[CH:21]=[CH:20][C:17]([CH2:18][NH2:19])=[CH:16][CH:15]=1. No catalyst specified. The product is [CH3:11][C:9]1[NH:10][C:6]2[CH:5]=[CH:4][N:3]=[C:2]([NH:19][CH2:18][C:17]3[CH:20]=[CH:21][C:14]([F:13])=[CH:15][CH:16]=3)[C:7]=2[C:8]=1[CH3:12]. The yield is 0.832. (5) The reactants are C[O:2][C:3](=[O:34])[CH2:4][C:5]1[CH:10]=[CH:9][C:8]([O:11][CH3:12])=[C:7]([CH2:13][N:14]2[CH2:19][CH2:18][C:17](=[O:20])[CH:16]([CH:21]([C:28]3[CH:33]=[CH:32][CH:31]=[CH:30][CH:29]=3)[C:22]3[CH:27]=[CH:26][CH:25]=[CH:24][CH:23]=3)[CH2:15]2)[CH:6]=1.[OH-].[Na+]. The catalyst is CO. The product is [CH:21]([CH:16]1[C:17](=[O:20])[CH2:18][CH2:19][N:14]([CH2:13][C:7]2[CH:6]=[C:5]([CH2:4][C:3]([OH:34])=[O:2])[CH:10]=[CH:9][C:8]=2[O:11][CH3:12])[CH2:15]1)([C:28]1[CH:29]=[CH:30][CH:31]=[CH:32][CH:33]=1)[C:22]1[CH:23]=[CH:24][CH:25]=[CH:26][CH:27]=1. The yield is 0.500.